Dataset: NCI-60 drug combinations with 297,098 pairs across 59 cell lines. Task: Regression. Given two drug SMILES strings and cell line genomic features, predict the synergy score measuring deviation from expected non-interaction effect. (1) Drug 1: C1CCC(C1)C(CC#N)N2C=C(C=N2)C3=C4C=CNC4=NC=N3. Drug 2: C1=CC(=CC=C1CCCC(=O)O)N(CCCl)CCCl. Cell line: SK-OV-3. Synergy scores: CSS=23.3, Synergy_ZIP=-4.05, Synergy_Bliss=2.68, Synergy_Loewe=2.55, Synergy_HSA=3.25. (2) Drug 1: C1=CC(=CC=C1C#N)C(C2=CC=C(C=C2)C#N)N3C=NC=N3. Drug 2: C1C(C(OC1N2C=C(C(=O)NC2=O)F)CO)O. Cell line: BT-549. Synergy scores: CSS=17.1, Synergy_ZIP=0.0762, Synergy_Bliss=-1.06, Synergy_Loewe=-9.97, Synergy_HSA=-0.0378. (3) Drug 1: C1=CC(=CC=C1CCCC(=O)O)N(CCCl)CCCl. Drug 2: C1=CN(C(=O)N=C1N)C2C(C(C(O2)CO)O)O.Cl. Cell line: RPMI-8226. Synergy scores: CSS=48.0, Synergy_ZIP=-4.75, Synergy_Bliss=-10.5, Synergy_Loewe=-8.22, Synergy_HSA=-8.53. (4) Drug 1: C1CCC(CC1)NC(=O)N(CCCl)N=O. Drug 2: C1C(C(OC1N2C=C(C(=O)NC2=O)F)CO)O. Cell line: NCIH23. Synergy scores: CSS=32.3, Synergy_ZIP=-3.55, Synergy_Bliss=-1.57, Synergy_Loewe=-6.53, Synergy_HSA=2.41. (5) Cell line: A549. Drug 1: CN1C(=O)N2C=NC(=C2N=N1)C(=O)N. Drug 2: B(C(CC(C)C)NC(=O)C(CC1=CC=CC=C1)NC(=O)C2=NC=CN=C2)(O)O. Synergy scores: CSS=32.3, Synergy_ZIP=-2.80, Synergy_Bliss=-4.70, Synergy_Loewe=-44.0, Synergy_HSA=-4.12.